This data is from Forward reaction prediction with 1.9M reactions from USPTO patents (1976-2016). The task is: Predict the product of the given reaction. The product is: [Cl:1][C:2]1[CH:7]=[C:6]2[C:5]([C:8]([CH3:18])([CH3:19])[CH2:9][C:10]([OH:17])([C:13]([F:16])([F:15])[F:14])[CH:11]2[NH:22][C:23]2[CH:32]=[CH:31][CH:30]=[C:29]3[C:24]=2[CH:25]=[CH:26][C:27](=[O:33])[NH:28]3)=[C:4]([OH:20])[CH:3]=1. Given the reactants [Cl:1][C:2]1[CH:7]=[CH:6][C:5]([C:8]([CH3:19])([CH3:18])[CH2:9][C:10]([OH:17])([C:13]([F:16])([F:15])[F:14])[CH:11]=O)=[C:4]([O:20]C)[CH:3]=1.[NH2:22][C:23]1[CH:32]=[CH:31][CH:30]=[C:29]2[C:24]=1[CH:25]=[CH:26][C:27](=[O:33])[NH:28]2.B(Br)(Br)Br, predict the reaction product.